From a dataset of Merck oncology drug combination screen with 23,052 pairs across 39 cell lines. Regression. Given two drug SMILES strings and cell line genomic features, predict the synergy score measuring deviation from expected non-interaction effect. Drug 1: CN1C(=O)C=CC2(C)C3CCC4(C)C(NC(=O)OCC(F)(F)F)CCC4C3CCC12. Drug 2: C#Cc1cccc(Nc2ncnc3cc(OCCOC)c(OCCOC)cc23)c1. Cell line: SW837. Synergy scores: synergy=27.9.